This data is from Peptide-MHC class I binding affinity with 185,985 pairs from IEDB/IMGT. The task is: Regression. Given a peptide amino acid sequence and an MHC pseudo amino acid sequence, predict their binding affinity value. This is MHC class I binding data. (1) The peptide sequence is WTTYMDTFFR. The MHC is H-2-Kb with pseudo-sequence H-2-Kb. The binding affinity (normalized) is 0. (2) The peptide sequence is TILKALGPA. The MHC is HLA-A02:01 with pseudo-sequence HLA-A02:01. The binding affinity (normalized) is 0.418. (3) The peptide sequence is DRFFKTLRA. The MHC is HLA-A02:01 with pseudo-sequence HLA-A02:01. The binding affinity (normalized) is 0.0193. (4) The peptide sequence is SMIANLEYM. The MHC is H-2-Db with pseudo-sequence H-2-Db. The binding affinity (normalized) is 0.542. (5) The peptide sequence is YSLLNRKAI. The MHC is HLA-B39:01 with pseudo-sequence HLA-B39:01. The binding affinity (normalized) is 0.0847. (6) The MHC is HLA-A02:01 with pseudo-sequence HLA-A02:01. The binding affinity (normalized) is 0.244. The peptide sequence is FQRTFSIPL. (7) The peptide sequence is DTLKVCIGY. The MHC is HLA-A01:01 with pseudo-sequence HLA-A01:01. The binding affinity (normalized) is 0.0847.